Predict which catalyst facilitates the given reaction. From a dataset of Catalyst prediction with 721,799 reactions and 888 catalyst types from USPTO. (1) Reactant: [CH3:1][O:2][C:3]1[C:4]([CH2:16][O:17][C:18]2[CH:23]=[CH:22][C:21]([C:24]3[C:28]([CH3:29])=[CH:27][NH:26][N:25]=3)=[CH:20][C:19]=2[CH3:30])=[C:5]([N:9]2[C:13](=[O:14])[N:12]([CH3:15])[N:11]=[N:10]2)[CH:6]=[CH:7][CH:8]=1.CN(C)C=O.[H-].[Na+].[F:38][C:39]([F:50])([F:49])[CH2:40]OS(C(F)(F)F)(=O)=O. Product: [CH3:29][C:28]1[C:24]([C:21]2[CH:22]=[CH:23][C:18]([O:17][CH2:16][C:4]3[C:3]([O:2][CH3:1])=[CH:8][CH:7]=[CH:6][C:5]=3[N:9]3[C:13](=[O:14])[N:12]([CH3:15])[N:11]=[N:10]3)=[C:19]([CH3:30])[CH:20]=2)=[N:25][N:26]([CH2:40][C:39]([F:50])([F:49])[F:38])[CH:27]=1. The catalyst class is: 6. (2) Reactant: [NH2:1][C:2](=[O:29])[C@@H:3]([NH:12][C:13]([C:15]1([NH:21][C:22](=[O:28])[O:23][C:24]([CH3:27])([CH3:26])[CH3:25])[CH2:20][CH2:19][O:18][CH2:17][CH2:16]1)=[O:14])[CH2:4][C:5]1[CH:10]=[CH:9][C:8](I)=[CH:7][CH:6]=1.[F:30][C:31]1[CH:36]=[CH:35][C:34](B(O)O)=[CH:33][CH:32]=1.[CH:40]([S:43]([C:46]1[CH:51]=[CH:50][C:49](B(O)O)=[CH:48][CH:47]=1)(=[O:45])=[O:44])([CH3:42])[CH3:41].C(=O)([O-])[O-].[K+].[K+]. Product: [NH2:1][C:2](=[O:29])[C@@H:3]([NH:12][C:13]([C:15]1([NH:21][C:22](=[O:28])[O:23][C:24]([CH3:27])([CH3:26])[CH3:25])[CH2:20][CH2:19][O:18][CH2:17][CH2:16]1)=[O:14])[CH2:4][C:5]1[CH:10]=[CH:9][C:8]([C:34]2[CH:35]=[CH:36][C:31]([F:30])=[CH:32][CH:33]=2)=[CH:7][CH:6]=1.[NH2:1][C:2](=[O:29])[C@@H:3]([NH:12][C:13]([C:15]1([NH:21][C:22](=[O:28])[O:23][C:24]([CH3:27])([CH3:26])[CH3:25])[CH2:20][CH2:19][O:18][CH2:17][CH2:16]1)=[O:14])[CH2:4][C:5]1[CH:10]=[CH:9][C:8]([C:49]2[CH:48]=[CH:47][C:46]([S:43]([CH:40]([CH3:42])[CH3:41])(=[O:45])=[O:44])=[CH:51][CH:50]=2)=[CH:7][CH:6]=1. The catalyst class is: 10. (3) Reactant: [OH:1][C:2]1[CH:3]=[C:4]([CH:18]=[CH:19][C:20]=1[OH:21])[CH:5]=[C:6]1[C:10](=[O:11])[C:9]2[CH:12]=[CH:13][C:14]([OH:17])=[C:15]([OH:16])[C:8]=2[O:7]1. Product: [OH:1][C:2]1[CH:3]=[C:4]([CH:18]=[CH:19][C:20]=1[OH:21])[CH2:5][CH:6]1[C:10](=[O:11])[C:9]2[CH:12]=[CH:13][C:14]([OH:17])=[C:15]([OH:16])[C:8]=2[O:7]1. The catalyst class is: 8. (4) Reactant: [Cl:1][C:2]1[N:7]=[CH:6][C:5]([C:8]2[O:9][C:10]([CH3:16])=[C:11]([CH2:13][CH2:14][OH:15])[N:12]=2)=[CH:4][CH:3]=1.[S:17](Cl)([C:20]1[CH:26]=[CH:25][C:23]([CH3:24])=[CH:22][CH:21]=1)(=[O:19])=[O:18].C(N(CC)CC)C. Product: [Cl:1][C:2]1[N:7]=[CH:6][C:5]([C:8]2[O:9][C:10]([CH3:16])=[C:11]([CH2:13][CH2:14][O:15][S:17]([C:20]3[CH:26]=[CH:25][C:23]([CH3:24])=[CH:22][CH:21]=3)(=[O:19])=[O:18])[N:12]=2)=[CH:4][CH:3]=1. The catalyst class is: 64. (5) Reactant: [NH2:1][CH2:2][C@H:3]1[CH2:6][C@H:5]([N:7]2[C:11]3[N:12]=[CH:13][N:14]=[C:15]([NH2:16])[C:10]=3[C:9]([C:17]3[CH:22]=[CH:21][CH:20]=[C:19]([O:23][CH2:24][C:25]4[CH:30]=[CH:29][CH:28]=[CH:27][CH:26]=4)[CH:18]=3)=[CH:8]2)[CH2:4]1.Cl[C:32]([O:34][CH2:35][CH2:36]Br)=[O:33].[CH2:38]([N:40](CC)[CH2:41][CH3:42])[CH3:39].C(NCC)C. Product: [CH2:38]([N:40]([CH2:41][CH3:42])[CH2:36][CH2:35][O:34][C:32](=[O:33])[NH:1][CH2:2][C@H:3]1[CH2:4][C@H:5]([N:7]2[C:11]3[N:12]=[CH:13][N:14]=[C:15]([NH2:16])[C:10]=3[C:9]([C:17]3[CH:22]=[CH:21][CH:20]=[C:19]([O:23][CH2:24][C:25]4[CH:30]=[CH:29][CH:28]=[CH:27][CH:26]=4)[CH:18]=3)=[CH:8]2)[CH2:6]1)[CH3:39]. The catalyst class is: 4. (6) Reactant: Br[CH2:2][C:3]([C:5]1[N:6]=[N:7][C:8]([N:11]2[CH2:16][CH2:15][CH:14]([O:17][C:18]3[CH:23]=[CH:22][CH:21]=[CH:20][C:19]=3[C:24]([F:27])([F:26])[F:25])[CH2:13][CH2:12]2)=[CH:9][CH:10]=1)=O.[C:28]([NH2:31])(=[S:30])[CH3:29]. Product: [CH3:29][C:28]1[S:30][CH:2]=[C:3]([C:5]2[N:6]=[N:7][C:8]([N:11]3[CH2:16][CH2:15][CH:14]([O:17][C:18]4[CH:23]=[CH:22][CH:21]=[CH:20][C:19]=4[C:24]([F:27])([F:26])[F:25])[CH2:13][CH2:12]3)=[CH:9][CH:10]=2)[N:31]=1. The catalyst class is: 8.